Task: Regression. Given two drug SMILES strings and cell line genomic features, predict the synergy score measuring deviation from expected non-interaction effect.. Dataset: NCI-60 drug combinations with 297,098 pairs across 59 cell lines (1) Drug 1: C1CN1P(=S)(N2CC2)N3CC3. Drug 2: CCC(=C(C1=CC=CC=C1)C2=CC=C(C=C2)OCCN(C)C)C3=CC=CC=C3.C(C(=O)O)C(CC(=O)O)(C(=O)O)O. Cell line: NCIH23. Synergy scores: CSS=22.9, Synergy_ZIP=-7.90, Synergy_Bliss=-1.47, Synergy_Loewe=-11.2, Synergy_HSA=-2.46. (2) Drug 1: CC1=C(C=C(C=C1)NC2=NC=CC(=N2)N(C)C3=CC4=NN(C(=C4C=C3)C)C)S(=O)(=O)N.Cl. Drug 2: COC1=C2C(=CC3=C1OC=C3)C=CC(=O)O2. Cell line: HCT-15. Synergy scores: CSS=-6.92, Synergy_ZIP=1.96, Synergy_Bliss=-4.31, Synergy_Loewe=-5.60, Synergy_HSA=-7.29. (3) Drug 1: CN(C)C1=NC(=NC(=N1)N(C)C)N(C)C. Drug 2: C1C(C(OC1N2C=C(C(=O)NC2=O)F)CO)O. Cell line: HOP-62. Synergy scores: CSS=48.1, Synergy_ZIP=9.29, Synergy_Bliss=7.34, Synergy_Loewe=-30.3, Synergy_HSA=4.18. (4) Drug 1: CC1=CC=C(C=C1)C2=CC(=NN2C3=CC=C(C=C3)S(=O)(=O)N)C(F)(F)F. Drug 2: CCCCCOC(=O)NC1=NC(=O)N(C=C1F)C2C(C(C(O2)C)O)O. Cell line: HCC-2998. Synergy scores: CSS=-0.954, Synergy_ZIP=-2.20, Synergy_Bliss=-1.80, Synergy_Loewe=-6.60, Synergy_HSA=-2.97.